From a dataset of Forward reaction prediction with 1.9M reactions from USPTO patents (1976-2016). Predict the product of the given reaction. (1) Given the reactants [Cl:1][C:2]1[C:7]2[CH:8]=[C:9]([CH3:12])[N:10]([CH3:11])[C:6]=2[C:5]([C:13]([N:15]2[CH2:20][CH2:19][O:18][CH2:17][CH2:16]2)=[O:14])=[CH:4][N:3]=1.[Cl:21][C:22]1[CH:23]=[C:24]([CH:26]=[CH:27][CH:28]=1)[NH2:25].CS(O)(=O)=O.Cl, predict the reaction product. The product is: [ClH:1].[Cl:21][C:22]1[CH:23]=[C:24]([NH:25][C:2]2[C:7]3[CH:8]=[C:9]([CH3:12])[N:10]([CH3:11])[C:6]=3[C:5]([C:13]([N:15]3[CH2:20][CH2:19][O:18][CH2:17][CH2:16]3)=[O:14])=[CH:4][N:3]=2)[CH:26]=[CH:27][CH:28]=1. (2) Given the reactants [CH3:1][NH:2][CH3:3].C(N(CC)CC)C.[Br:11][C:12]1[CH:17]=[CH:16][C:15]([S:18](Cl)(=[O:20])=[O:19])=[CH:14][CH:13]=1, predict the reaction product. The product is: [Br:11][C:12]1[CH:17]=[CH:16][C:15]([S:18]([N:2]([CH3:3])[CH3:1])(=[O:20])=[O:19])=[CH:14][CH:13]=1. (3) Given the reactants [CH3:1][NH:2][C:3]1[CH:26]=[CH:25][C:6]([O:7][C:8]2[CH:13]=[CH:12][N:11]=[C:10]([NH:14][C:15](=[O:24])[CH2:16][N:17]3[CH2:22][CH2:21][CH:20]([CH3:23])[CH2:19][CH2:18]3)[CH:9]=2)=[CH:5][C:4]=1[N+:27]([O-])=O, predict the reaction product. The product is: [NH2:27][C:4]1[CH:5]=[C:6]([CH:25]=[CH:26][C:3]=1[NH:2][CH3:1])[O:7][C:8]1[CH:13]=[CH:12][N:11]=[C:10]([NH:14][C:15](=[O:24])[CH2:16][N:17]2[CH2:18][CH2:19][CH:20]([CH3:23])[CH2:21][CH2:22]2)[CH:9]=1. (4) The product is: [C:19]1([CH3:24])[CH:20]=[CH:21][CH:22]=[CH:23][C:18]=1[C:17]1[CH:16]=[C:3]2[C:2]([CH:1]3[CH2:7][CH:4]2[CH2:5][CH2:6]3)=[N:28][N:27]=1. Given the reactants [CH:1]12[CH2:7][CH:4]([CH2:5][CH2:6]1)[C:3](=O)[C:2]2=O.COP([CH2:16][C:17](=O)[C:18]1[CH:23]=[CH:22][CH:21]=[CH:20][C:19]=1[CH3:24])(=O)OC.O.[NH2:27][NH2:28], predict the reaction product. (5) The product is: [N+:15]([C:12]1[CH:13]=[CH:14][C:9]([O:8][C:6]2[N:5]=[CH:4][N:3]=[C:2]([NH:23][C:21]([CH:18]3[CH2:20][CH2:19]3)=[O:22])[CH:7]=2)=[CH:10][CH:11]=1)([O-:17])=[O:16]. Given the reactants Cl[C:2]1[CH:7]=[C:6]([O:8][C:9]2[CH:14]=[CH:13][C:12]([N+:15]([O-:17])=[O:16])=[CH:11][CH:10]=2)[N:5]=[CH:4][N:3]=1.[CH:18]1([C:21]([NH2:23])=[O:22])[CH2:20][CH2:19]1.C1(P(C2C=CC=CC=2)C2C=CC3C(=CC=CC=3)C=2C2C3C(=CC=CC=3)C=CC=2P(C2C=CC=CC=2)C2C=CC=CC=2)C=CC=CC=1.C([O-])([O-])=O.[Cs+].[Cs+], predict the reaction product. (6) Given the reactants [NH2:1][C:2]1[O:6][N:5]=[C:4]([C:7]2[CH:12]=[CH:11][CH:10]=[CH:9][C:8]=2[O:13][C:14]([F:17])([F:16])[F:15])[C:3]=1[C:18]([OH:20])=O.Cl.C(N=C=NCCCN(C)C)C.[F:33][C:34]1[CH:39]=[CH:38][CH:37]=[CH:36][C:35]=1[N:40]1[CH2:45][CH2:44][NH:43][CH2:42][CH2:41]1, predict the reaction product. The product is: [NH2:1][C:2]1[O:6][N:5]=[C:4]([C:7]2[CH:12]=[CH:11][CH:10]=[CH:9][C:8]=2[O:13][C:14]([F:15])([F:16])[F:17])[C:3]=1[C:18]([N:43]1[CH2:42][CH2:41][N:40]([C:35]2[CH:36]=[CH:37][CH:38]=[CH:39][C:34]=2[F:33])[CH2:45][CH2:44]1)=[O:20].